From a dataset of Reaction yield outcomes from USPTO patents with 853,638 reactions. Predict the reaction yield, written as a fraction of the theoretical maximum amount of product (1.0 means a 100% yield; for example, 0.34 means a 34% yield). The reactants are [C:1]([N:5]1[C:9]([C:10]([F:13])([F:12])[F:11])=[C:8]([NH:14][C:15]([NH:17][C:18]2[CH:23]=[C:22]([C:24]3[C:35](=[O:36])[N:34]([CH3:37])[C:27]4[N:28]=[C:29](SC)[N:30]=[CH:31][C:26]=4[CH:25]=3)[C:21]([Cl:38])=[CH:20][C:19]=2[F:39])=[O:16])[CH:7]=[N:6]1)([CH3:4])([CH3:3])[CH3:2].C1C=C(Cl)C=C(C(OO)=O)C=1.[CH3:51][NH2:52].C1COCC1. No catalyst specified. The product is [C:1]([N:5]1[C:9]([C:10]([F:13])([F:12])[F:11])=[C:8]([NH:14][C:15]([NH:17][C:18]2[CH:23]=[C:22]([C:24]3[C:35](=[O:36])[N:34]([CH3:37])[C:27]4[N:28]=[C:29]([NH:52][CH3:51])[N:30]=[CH:31][C:26]=4[CH:25]=3)[C:21]([Cl:38])=[CH:20][C:19]=2[F:39])=[O:16])[CH:7]=[N:6]1)([CH3:4])([CH3:3])[CH3:2]. The yield is 0.560.